From a dataset of Reaction yield outcomes from USPTO patents with 853,638 reactions. Predict the reaction yield, written as a fraction of the theoretical maximum amount of product (1.0 means a 100% yield; for example, 0.34 means a 34% yield). (1) The reactants are [C:1]([O:5][C:6]([N:8]([CH3:10])[NH2:9])=[O:7])([CH3:4])([CH3:3])[CH3:2].[CH:11]1[C:20]2[C:15](=[CH:16][CH:17]=[CH:18][CH:19]=2)[CH:14]=[CH:13][C:12]=1B(O)O.C(N(CC)CC)C. The catalyst is ClCCCl.C([O-])(=O)C.[Cu+2].C([O-])(=O)C. The product is [C:1]([O:5][C:6]([N:8]([CH3:10])[NH:9][C:13]1[CH:12]=[CH:11][C:20]2[C:15](=[CH:16][CH:17]=[CH:18][CH:19]=2)[CH:14]=1)=[O:7])([CH3:4])([CH3:3])[CH3:2]. The yield is 0.450. (2) The reactants are C([O-])([O-])=O.[K+].[K+].[F-].[Cs+].[C:9]([C:11]1[CH:16]=[CH:15][C:14](B(O)O)=[CH:13][CH:12]=1)#[N:10].Br[C:21]1[CH:22]=[CH:23][C:24]2[S:28][C:27]([CH2:29][CH2:30][N:31]3[CH2:35][CH2:34][CH2:33][CH:32]3[CH3:36])=[N:26][C:25]=2[CH:37]=1.C1(P(C2CCCCC2)C2C=CC=CC=2C2C=CC=CC=2)CCCCC1. The catalyst is C1(C)C=CC=CC=1.C1C=CC(/C=C/C(/C=C/C2C=CC=CC=2)=O)=CC=1.C1C=CC(/C=C/C(/C=C/C2C=CC=CC=2)=O)=CC=1.C1C=CC(/C=C/C(/C=C/C2C=CC=CC=2)=O)=CC=1.[Pd].[Pd]. The product is [CH3:36][CH:32]1[CH2:33][CH2:34][CH2:35][N:31]1[CH2:30][CH2:29][C:27]1[S:28][C:24]2[CH:23]=[CH:22][C:21]([C:14]3[CH:15]=[CH:16][C:11]([C:9]#[N:10])=[CH:12][CH:13]=3)=[CH:37][C:25]=2[N:26]=1. The yield is 0.315. (3) The reactants are [Br:1][C:2]1[CH:7]=[C:6]([CH3:8])[CH:5]=[C:4]([CH3:9])[CH:3]=1.[Br:10]N1C(C)(C)C(=O)N(Br)C1=O. The catalyst is C(Cl)(Cl)(Cl)Cl.C(OOC(=O)C1C=CC=CC=1)(=O)C1C=CC=CC=1. The product is [Br:1][C:2]1[CH:7]=[C:6]([CH3:8])[CH:5]=[C:4]([CH2:9][Br:10])[CH:3]=1. The yield is 0.990. (4) The reactants are [BH-](OC(C)=O)(OC(C)=O)OC(C)=O.[Na+].[NH:15]1[CH2:19][CH2:18][CH2:17][CH2:16]1.O=[CH:21][C:22]1[CH:30]=[CH:29][C:27]([OH:28])=[C:24]([O:25][CH3:26])[CH:23]=1.[OH-].[Na+]. The catalyst is C(Cl)Cl.O. The product is [CH3:26][O:25][C:24]1[CH:23]=[C:22]([CH2:21][N:15]2[CH2:19][CH2:18][CH2:17][CH2:16]2)[CH:30]=[CH:29][C:27]=1[OH:28]. The yield is 0.750.